From a dataset of NCI-60 drug combinations with 297,098 pairs across 59 cell lines. Regression. Given two drug SMILES strings and cell line genomic features, predict the synergy score measuring deviation from expected non-interaction effect. (1) Drug 1: C1=CC(=CC=C1CC(C(=O)O)N)N(CCCl)CCCl.Cl. Drug 2: CN1C2=C(C=C(C=C2)N(CCCl)CCCl)N=C1CCCC(=O)O.Cl. Cell line: HS 578T. Synergy scores: CSS=17.4, Synergy_ZIP=-5.31, Synergy_Bliss=1.06, Synergy_Loewe=-1.69, Synergy_HSA=-0.242. (2) Drug 1: CC1=CC=C(C=C1)C2=CC(=NN2C3=CC=C(C=C3)S(=O)(=O)N)C(F)(F)F. Drug 2: C#CCC(CC1=CN=C2C(=N1)C(=NC(=N2)N)N)C3=CC=C(C=C3)C(=O)NC(CCC(=O)O)C(=O)O. Synergy scores: CSS=87.8, Synergy_ZIP=26.4, Synergy_Bliss=-0.276, Synergy_Loewe=46.1, Synergy_HSA=-0.123. Cell line: K-562. (3) Drug 1: CS(=O)(=O)C1=CC(=C(C=C1)C(=O)NC2=CC(=C(C=C2)Cl)C3=CC=CC=N3)Cl. Drug 2: COC1=C2C(=CC3=C1OC=C3)C=CC(=O)O2. Cell line: NCIH23. Synergy scores: CSS=2.67, Synergy_ZIP=0.191, Synergy_Bliss=0.362, Synergy_Loewe=-0.861, Synergy_HSA=-1.09. (4) Drug 1: CC1C(C(CC(O1)OC2CC(CC3=C2C(=C4C(=C3O)C(=O)C5=C(C4=O)C(=CC=C5)OC)O)(C(=O)C)O)N)O.Cl. Drug 2: CC(C)CN1C=NC2=C1C3=CC=CC=C3N=C2N. Cell line: IGROV1. Synergy scores: CSS=16.4, Synergy_ZIP=-6.61, Synergy_Bliss=-4.69, Synergy_Loewe=-34.9, Synergy_HSA=-5.00. (5) Drug 1: C(=O)(N)NO. Drug 2: CC1C(C(CC(O1)OC2CC(CC3=C2C(=C4C(=C3O)C(=O)C5=C(C4=O)C(=CC=C5)OC)O)(C(=O)CO)O)N)O.Cl. Cell line: SK-MEL-2. Synergy scores: CSS=31.7, Synergy_ZIP=-0.778, Synergy_Bliss=-0.319, Synergy_Loewe=-61.7, Synergy_HSA=-1.78. (6) Drug 1: CC12CCC3C(C1CCC2=O)CC(=C)C4=CC(=O)C=CC34C. Drug 2: CNC(=O)C1=NC=CC(=C1)OC2=CC=C(C=C2)NC(=O)NC3=CC(=C(C=C3)Cl)C(F)(F)F. Cell line: KM12. Synergy scores: CSS=64.9, Synergy_ZIP=-2.02, Synergy_Bliss=-2.30, Synergy_Loewe=-1.52, Synergy_HSA=2.74. (7) Drug 1: CN(CCCl)CCCl.Cl. Drug 2: C1CN(CCN1C(=O)CCBr)C(=O)CCBr. Cell line: SK-MEL-5. Synergy scores: CSS=26.4, Synergy_ZIP=-10.3, Synergy_Bliss=1.73, Synergy_Loewe=0.132, Synergy_HSA=2.22.